Dataset: Forward reaction prediction with 1.9M reactions from USPTO patents (1976-2016). Task: Predict the product of the given reaction. (1) Given the reactants [OH:1][C:2]1[CH:3]=[C:4]([CH:8]=[CH:9][C:10]=1[O:11][CH3:12])[C:5]([OH:7])=[O:6].O.[C:14]1(C)C=CC(S(O)(=O)=O)=C[CH:15]=1, predict the reaction product. The product is: [OH:1][C:2]1[CH:3]=[C:4]([CH:8]=[CH:9][C:10]=1[O:11][CH3:12])[C:5]([O:7][CH2:14][CH3:15])=[O:6]. (2) Given the reactants [Cl:1][C:2]1[C:11]2[C:6](=[CH:7][C:8]([O:17][CH2:18][CH2:19][O:20][CH3:21])=[C:9]([O:12][CH2:13][CH2:14][O:15][CH3:16])[CH:10]=2)[N:5]=[CH:4][N:3]=1.[NH2:22][C:23]1[CH:24]=[C:25]([C:29]#[CH:30])[CH:26]=[CH:27][CH:28]=1.CS(O)(=O)=O, predict the reaction product. The product is: [CH3:16][O:15][CH2:14][CH2:13][O:12][C:9]1[CH:10]=[C:11]2[C:2]([NH:22][C:23]3[CH:28]=[CH:27][CH:26]=[C:25]([C:29]#[CH:30])[CH:24]=3)=[N:3][CH:4]=[N:5][C:6]2=[CH:7][C:8]=1[O:17][CH2:18][CH2:19][O:20][CH3:21].[ClH:1].